This data is from Forward reaction prediction with 1.9M reactions from USPTO patents (1976-2016). The task is: Predict the product of the given reaction. (1) Given the reactants CO[C:3]([C:5]1[N:6]([CH3:20])[C:7]([C:10]2[S:18][C:17]3[C:12](=[N:13][CH:14]=[CH:15][C:16]=3[Cl:19])[CH:11]=2)=[CH:8][N:9]=1)=[O:4].[N:21]1([CH2:27][CH2:28][NH2:29])[CH2:26][CH2:25][CH2:24][CH2:23][CH2:22]1, predict the reaction product. The product is: [N:21]1([CH2:27][CH2:28][NH:29][C:3]([C:5]2[N:6]([CH3:20])[C:7]([C:10]3[S:18][C:17]4[C:12](=[N:13][CH:14]=[CH:15][C:16]=4[Cl:19])[CH:11]=3)=[CH:8][N:9]=2)=[O:4])[CH2:26][CH2:25][CH2:24][CH2:23][CH2:22]1. (2) Given the reactants [CH3:1][O:2][C:3]1[CH:4]=[C:5]([CH2:11][CH2:12][NH2:13])[CH:6]=[CH:7][C:8]=1[O:9][CH3:10].C(N(C(C)C)C(C)C)C.C(O)CCC.Cl[C:29]1[N:34]=[C:33]([C:35]2[CH:40]=[CH:39][CH:38]=[C:37]([N+:41]([O-:43])=[O:42])[CH:36]=2)[CH:32]=[CH:31][N:30]=1, predict the reaction product. The product is: [N+:41]([C:37]1[CH:36]=[C:35]([C:33]2[CH:32]=[CH:31][N:30]=[C:29]([NH:13][CH2:12][CH2:11][C:5]3[CH:6]=[CH:7][C:8]([O:9][CH3:10])=[C:3]([O:2][CH3:1])[CH:4]=3)[N:34]=2)[CH:40]=[CH:39][CH:38]=1)([O-:43])=[O:42]. (3) The product is: [CH3:24][O:18][C:17](=[O:19])[CH2:16][CH2:15][CH2:14][CH2:13][CH2:12][NH:11][C:9]([O:8][CH2:1][C:2]1[CH:3]=[CH:4][CH:5]=[CH:6][CH:7]=1)=[O:10]. Given the reactants [CH2:1]([O:8][C:9]([NH:11][CH2:12][CH2:13][CH2:14][CH2:15][CH2:16][C:17]([OH:19])=[O:18])=[O:10])[C:2]1[CH:7]=[CH:6][CH:5]=[CH:4][CH:3]=1.S(Cl)(Cl)=O.[CH3:24]O, predict the reaction product.